This data is from Forward reaction prediction with 1.9M reactions from USPTO patents (1976-2016). The task is: Predict the product of the given reaction. (1) Given the reactants [F:1][C:2]1[CH:8]=[CH:7][C:5]([NH2:6])=[CH:4][CH:3]=1.[CH3:9][N:10]1[CH2:15][CH2:14][N:13]([C:16]2[CH:24]=[CH:23][C:19]([C:20](Cl)=[O:21])=[CH:18][CH:17]=2)[CH2:12][CH2:11]1.C(N(CC)CC)C, predict the reaction product. The product is: [F:1][C:2]1[CH:8]=[CH:7][C:5]([NH:6][C:20](=[O:21])[C:19]2[CH:18]=[CH:17][C:16]([N:13]3[CH2:12][CH2:11][N:10]([CH3:9])[CH2:15][CH2:14]3)=[CH:24][CH:23]=2)=[CH:4][CH:3]=1. (2) Given the reactants [F:1][CH:2]([C:6]1[O:10][N:9]=[C:8]([C:11]([OH:13])=O)[CH:7]=1)[CH2:3][CH2:4][CH3:5].Cl.[O:15]1[CH2:19][CH2:18][CH:17]([CH2:20][NH2:21])[CH2:16]1.C(N(CC)CC)C.ON1C2C=CC=CC=2N=N1.Cl.C(N=C=NCCCN(C)C)C, predict the reaction product. The product is: [O:15]1[CH2:19][CH2:18][CH:17]([CH2:20][NH:21][C:11]([C:8]2[CH:7]=[C:6]([CH:2]([F:1])[CH2:3][CH2:4][CH3:5])[O:10][N:9]=2)=[O:13])[CH2:16]1. (3) Given the reactants COC1C=CC([N:9]2[CH2:13][C@H:12]([CH2:14][CH2:15][CH3:16])[N:11]([CH2:17][C:18]([NH:20][C:21]3[CH:26]=[C:25]([C:27]([F:30])([F:29])[F:28])[CH:24]=[CH:23][N:22]=3)=[O:19])[C:10]2=[O:31])=CC=1.[N+]([O-])([O-])=O.[Ce].[NH4+].C(=O)([O-])O.[Na+], predict the reaction product. The product is: [O:31]=[C:10]1[NH:9][CH2:13][C@H:12]([CH2:14][CH2:15][CH3:16])[N:11]1[CH2:17][C:18]([NH:20][C:21]1[CH:26]=[C:25]([C:27]([F:30])([F:29])[F:28])[CH:24]=[CH:23][N:22]=1)=[O:19]. (4) Given the reactants [F:1][C:2]1[CH:7]=[CH:6][CH:5]=[C:4]([F:8])[C:3]=1[C:9]1[C:17]2[O:16][CH:15]([CH2:18][N:19]=[N+]=[N-])[CH2:14][C:13]=2[CH:12]=[CH:11][CH:10]=1, predict the reaction product. The product is: [F:1][C:2]1[CH:7]=[CH:6][CH:5]=[C:4]([F:8])[C:3]=1[C:9]1[C:17]2[O:16][CH:15]([CH2:18][NH2:19])[CH2:14][C:13]=2[CH:12]=[CH:11][CH:10]=1. (5) Given the reactants [Cl:1][C:2]1[CH:7]=[CH:6][C:5]([CH:8]([C:24]2[CH:29]=[CH:28][C:27]([Cl:30])=[CH:26][CH:25]=2)[N:9]2[CH2:13][CH2:12][C@@H:11]([NH:14][C:15](=[O:23])[C:16]3[CH:21]=[C:20](Br)[CH:19]=[N:18][CH:17]=3)[CH2:10]2)=[CH:4][CH:3]=1.[C:31](=[O:34])([O-])[O-].[Cs+].[Cs+].[I-].[Na+].N1C2C(=CC=C3C=2N=CC=C3)C=C[CH:40]=1, predict the reaction product. The product is: [Cl:1][C:2]1[CH:7]=[CH:6][C:5]([CH:8]([C:24]2[CH:29]=[CH:28][C:27]([Cl:30])=[CH:26][CH:25]=2)[N:9]2[CH2:13][CH2:12][C@@H:11]([NH:14][C:15](=[O:23])[C:16]3[CH:21]=[C:20]([O:34][CH2:31][CH3:40])[CH:19]=[N:18][CH:17]=3)[CH2:10]2)=[CH:4][CH:3]=1. (6) Given the reactants [CH:1]1([C:4]2[CH:5]=[CH:6][C:7]3[S:11][CH:10]=[N:9][C:8]=3[CH:12]=2)[CH2:3][CH2:2]1.I[C:14]1[C:15]([NH:28][C@@H:29]2[CH2:34][CH2:33][CH2:32][N:31]([C:35]([O:37][C:38]([CH3:41])([CH3:40])[CH3:39])=[O:36])[CH2:30]2)=[N:16][C:17]([N:22]2[CH2:27][CH2:26][O:25][CH2:24][CH2:23]2)=[N:18][C:19]=1[O:20][CH3:21].C(=O)([O-])[O-].[Cs+].[Cs+], predict the reaction product. The product is: [CH:1]1([C:4]2[CH:5]=[CH:6][C:7]3[S:11][C:10]([C:14]4[C:15]([NH:28][C@@H:29]5[CH2:34][CH2:33][CH2:32][N:31]([C:35]([O:37][C:38]([CH3:41])([CH3:40])[CH3:39])=[O:36])[CH2:30]5)=[N:16][C:17]([N:22]5[CH2:23][CH2:24][O:25][CH2:26][CH2:27]5)=[N:18][C:19]=4[O:20][CH3:21])=[N:9][C:8]=3[CH:12]=2)[CH2:3][CH2:2]1.